This data is from Full USPTO retrosynthesis dataset with 1.9M reactions from patents (1976-2016). The task is: Predict the reactants needed to synthesize the given product. Given the product [C:15]([CH2:14][O:13][C:4]1[CH:5]=[CH:6][C:7]2[C:12](=[CH:11][CH:10]=[CH:9][CH:8]=2)[C:3]=1[CH2:1][N:31]1[CH2:32][CH2:33][CH:28]([C:24]2[CH:23]=[C:22]([NH:21][C:19](=[O:20])[CH:18]([CH3:17])[CH3:34])[CH:27]=[CH:26][CH:25]=2)[CH2:29][CH2:30]1)#[N:16], predict the reactants needed to synthesize it. The reactants are: [CH:1]([C:3]1[C:12]2[C:7](=[CH:8][CH:9]=[CH:10][CH:11]=2)[CH:6]=[CH:5][C:4]=1[O:13][CH2:14][C:15]#[N:16])=O.[CH3:17][CH:18]([CH3:34])[C:19]([NH:21][C:22]1[CH:27]=[CH:26][CH:25]=[C:24]([CH:28]2[CH2:33][CH2:32][NH:31][CH2:30][CH2:29]2)[CH:23]=1)=[O:20].